From a dataset of Catalyst prediction with 721,799 reactions and 888 catalyst types from USPTO. Predict which catalyst facilitates the given reaction. (1) Product: [N:2]1[NH:1][C:5]([C:10]2[CH:11]=[C:12]([NH2:13])[CH:14]=[CH:15][CH:16]=2)=[CH:4][CH:3]=1. Reactant: [NH:1]1[C:5](B(O)O)=[CH:4][CH:3]=[N:2]1.Br[C:10]1[CH:11]=[C:12]([CH:14]=[CH:15][CH:16]=1)[NH2:13].[O-]P([O-])([O-])=O.[K+].[K+].[K+].C1(P(C2CCCCC2)C2CCCCC2)CCCCC1. The catalyst class is: 62. (2) Reactant: CC1C=CC(S(O[CH2:12][CH:13]2[O:18][C:17]3[CH:19]=[C:20]([S:23]([CH3:26])(=[O:25])=[O:24])[CH:21]=[CH:22][C:16]=3[O:15][CH2:14]2)(=O)=O)=CC=1.[CH3:27][NH:28][CH2:29][CH2:30][CH3:31].Cl. Product: [CH3:27][N:28]([CH2:12][CH:13]1[O:18][C:17]2[CH:19]=[C:20]([S:23]([CH3:26])(=[O:24])=[O:25])[CH:21]=[CH:22][C:16]=2[O:15][CH2:14]1)[CH2:29][CH2:30][CH3:31]. The catalyst class is: 10. (3) Reactant: Cl.C(O[C:5]([C:7]1[CH:8]=[C:9]2[C:13](=[CH:14][CH:15]=1)[NH:12][N:11]=[C:10]2[C:16]1[CH:25]=[CH:24][C:23]2[C:18](=[CH:19][CH:20]=[C:21]([O:26][CH2:27][CH2:28][N:29]3[CH2:33][CH2:32][N:31]([CH3:34])[C:30]3=[O:35])[CH:22]=2)[CH:17]=1)=[NH:6])C.[CH3:36][C:37]([CH3:44])([CH3:43])[CH2:38][C:39]([NH:41][NH2:42])=O.C(N(CC)CC)C. Product: [CH3:36][C:37]([CH3:44])([CH3:43])[CH2:38][C:39]1[NH:41][N:42]=[C:5]([C:7]2[CH:8]=[C:9]3[C:13](=[CH:14][CH:15]=2)[NH:12][N:11]=[C:10]3[C:16]2[CH:17]=[C:18]3[C:23](=[CH:24][CH:25]=2)[CH:22]=[C:21]([O:26][CH2:27][CH2:28][N:29]2[CH2:33][CH2:32][N:31]([CH3:34])[C:30]2=[O:35])[CH:20]=[CH:19]3)[N:6]=1. The catalyst class is: 8. (4) Reactant: [C:1]1([C:7]([C:15]2[CH:20]=[CH:19][CH:18]=[CH:17][CH:16]=2)([CH:9]2[CH2:14][CH2:13][NH:12][CH2:11][CH2:10]2)[OH:8])[CH:6]=[CH:5][CH:4]=[CH:3][CH:2]=1.[C:21]([C:25]1[CH:30]=[CH:29][C:28]([CH2:31][CH2:32][CH2:33][CH2:34]Cl)=[CH:27][CH:26]=1)([CH3:24])([CH3:23])[CH3:22].C(=O)([O-])[O-].[K+].[K+]. The catalyst class is: 10. Product: [C:21]([C:25]1[CH:26]=[CH:27][C:28]([CH2:31][CH2:32][CH2:33][CH2:34][N:12]2[CH2:13][CH2:14][CH:9]([C:7]([C:15]3[CH:20]=[CH:19][CH:18]=[CH:17][CH:16]=3)([C:1]3[CH:2]=[CH:3][CH:4]=[CH:5][CH:6]=3)[OH:8])[CH2:10][CH2:11]2)=[CH:29][CH:30]=1)([CH3:24])([CH3:23])[CH3:22]. (5) Product: [N+:14]([C:17]1[CH:22]=[CH:21][CH:20]=[CH:19][C:18]=1[S:23]([O:1][C@@H:2]1[CH2:6][CH2:5][N:4]([C:7]([O:9][C:10]([CH3:13])([CH3:12])[CH3:11])=[O:8])[CH2:3]1)(=[O:25])=[O:24])([O-:16])=[O:15]. Reactant: [OH:1][C@@H:2]1[CH2:6][CH2:5][N:4]([C:7]([O:9][C:10]([CH3:13])([CH3:12])[CH3:11])=[O:8])[CH2:3]1.[N+:14]([C:17]1[CH:22]=[CH:21][CH:20]=[CH:19][C:18]=1[S:23](Cl)(=[O:25])=[O:24])([O-:16])=[O:15].C(N(CC)CC)C. The catalyst class is: 143. (6) Reactant: [Cl:1][C:2]1[CH:7]=[C:6]([F:8])[CH:5]=[CH:4][C:3]=1[CH:9]1[C:14]([C:15]([O:17][CH2:18][CH3:19])=[O:16])=[C:13]([CH3:20])[NH:12][C:11]([C:21]2[S:22][CH:23]=[CH:24][N:25]=2)=[N:10]1.IC.[C:28](=O)([O-])[O-].[K+].[K+]. Product: [Cl:1][C:2]1[CH:7]=[C:6]([F:8])[CH:5]=[CH:4][C:3]=1[CH:9]1[C:14]([C:15]([O:17][CH2:18][CH3:19])=[O:16])=[C:13]([CH3:20])[N:12]([CH3:28])[C:11]([C:21]2[S:22][CH:23]=[CH:24][N:25]=2)=[N:10]1. The catalyst class is: 10.